From a dataset of Full USPTO retrosynthesis dataset with 1.9M reactions from patents (1976-2016). Predict the reactants needed to synthesize the given product. Given the product [C:24]([O:23][C:21]([N:18]([C:15]1[O:16][CH2:17][C@@:13]2([C:4]3[C:5](=[CH:6][CH:7]=[C:2]([Br:1])[CH:3]=3)[O:8][C:9]([CH3:20])([CH3:19])[C:10]32[CH2:12][CH2:11]3)[N:14]=1)[C:21]([O:23][C:24]([CH3:27])([CH3:26])[CH3:25])=[O:22])=[O:22])([CH3:27])([CH3:26])[CH3:25], predict the reactants needed to synthesize it. The reactants are: [Br:1][C:2]1[CH:3]=[C:4]2[C@@:13]3([CH2:17][O:16][C:15]([NH2:18])=[N:14]3)[C:10]3([CH2:12][CH2:11]3)[C:9]([CH3:20])([CH3:19])[O:8][C:5]2=[CH:6][CH:7]=1.[C:21](O[C:21]([O:23][C:24]([CH3:27])([CH3:26])[CH3:25])=[O:22])([O:23][C:24]([CH3:27])([CH3:26])[CH3:25])=[O:22].